This data is from Reaction yield outcomes from USPTO patents with 853,638 reactions. The task is: Predict the reaction yield, written as a fraction of the theoretical maximum amount of product (1.0 means a 100% yield; for example, 0.34 means a 34% yield). (1) The reactants are [CH3:1][C:2]1[CH:3]([C:10]2[CH:15]=[CH:14][CH:13]=[CH:12][C:11]=2[CH2:16][NH:17][C:18]2[CH:23]=[C:22]([CH3:24])[CH:21]=[C:20]([CH3:25])[CH:19]=2)[C:4]([CH3:9])=[C:5]([CH3:8])[C:6]=1[CH3:7].[CH3:26][N:27]([Ti:29](N(C)C)(N(C)C)N(C)C)[CH3:28]. The catalyst is C1(C)C=CC=CC=1. The product is [CH3:16][N-:17][CH3:18].[CH3:26][N-:27][CH3:28].[Ti+2:29].[CH3:1][C:2]1[CH:3]([C:10]2[CH:15]=[CH:14][CH:13]=[CH:12][C:11]=2[CH2:16][NH:17][C:18]2[CH:23]=[C:22]([CH3:24])[CH:21]=[C:20]([CH3:25])[CH:19]=2)[C:4]([CH3:9])=[C:5]([CH3:8])[C:6]=1[CH3:7]. The yield is 1.00. (2) The reactants are [I:1][C:2]1[C:10]2[C:5](=[CH:6][C:7]([C:11]([O:13][CH3:14])=[O:12])=[CH:8][CH:9]=2)[NH:4][N:3]=1.[Cl:15][C:16]1[CH:24]=[CH:23][CH:22]=[C:21]([C:25]([F:28])([F:27])[F:26])[C:17]=1[C:18](Cl)=[O:19]. The catalyst is CN(C1C=CN=CC=1)C.C(Cl)Cl. The product is [Cl:15][C:16]1[CH:24]=[CH:23][CH:22]=[C:21]([C:25]([F:26])([F:27])[F:28])[C:17]=1[C:18]([N:4]1[C:5]2[C:10](=[CH:9][CH:8]=[C:7]([C:11]([O:13][CH3:14])=[O:12])[CH:6]=2)[C:2]([I:1])=[N:3]1)=[O:19]. The yield is 0.840. (3) The reactants are [F:1][C:2]1[N:7]=[C:6]([C:8]([OH:10])=O)[CH:5]=[CH:4][CH:3]=1.CCN=C=NCCCN(C)C.Cl.[Cl:23][C:24]1[C:32]([C:33]#[N:34])=[CH:31][CH:30]=[C:29]2[C:25]=1[CH:26]=[C:27]([CH:40]([F:42])[F:41])[N:28]2[CH2:35][C:36]([NH:38][NH2:39])=O.S(Cl)(C1C=CC(C)=CC=1)(=O)=O. The catalyst is CC#N. The product is [Cl:23][C:24]1[C:32]([C:33]#[N:34])=[CH:31][CH:30]=[C:29]2[C:25]=1[CH:26]=[C:27]([CH:40]([F:41])[F:42])[N:28]2[CH2:35][C:36]1[O:10][C:8]([C:6]2[CH:5]=[CH:4][CH:3]=[C:2]([F:1])[N:7]=2)=[N:39][N:38]=1. The yield is 0.310. (4) The reactants are Cl[S:2]([C:5]1[CH:14]=[CH:13][C:12]2[NH:11][C:10](=[O:15])[C:9]3[NH:16][CH:17]=[C:18]([C:19]([OH:21])=[O:20])[C:8]=3[C:7]=2[CH:6]=1)(=[O:4])=[O:3].Cl.[NH2:23][CH:24]1[CH2:29][CH2:28][N:27](C(OC(C)(C)C)=O)[CH2:26][CH2:25]1.C(N(CC)CC)C. No catalyst specified. The product is [O:15]=[C:10]1[C:9]2[NH:16][CH:17]=[CH:18][C:8]=2[C:7]2[CH:6]=[C:5]([S:2](=[O:3])(=[O:4])[NH:23][CH:24]3[CH2:29][CH2:28][NH:27][CH2:26][CH2:25]3)[CH:14]=[CH:13][C:12]=2[NH:11]1.[CH2:18]([C:19]([O-:21])=[O:20])[CH3:17]. The yield is 0.0400. (5) The product is [OH:13][CH:14]([CH3:51])[CH2:15][O:16][C@H:17]1[CH2:22][CH2:21][C@H:20]([N:23]2[C:28](=[O:29])[C:27]([CH2:30][C:31]3[CH:36]=[CH:35][C:34]([C:37]4[CH:42]=[CH:41][CH:40]=[CH:39][C:38]=4[C:43]4[NH:3][C:4](=[O:7])[O:5][N:44]=4)=[CH:33][CH:32]=3)=[C:26]([CH2:45][CH2:46][CH3:47])[N:25]3[N:48]=[CH:49][CH:50]=[C:24]23)[CH2:19][CH2:18]1. The reactants are [Cl-].O[NH3+:3].[C:4](=[O:7])([O-])[OH:5].[Na+].CS(C)=O.[OH:13][CH:14]([CH3:51])[CH2:15][O:16][C@H:17]1[CH2:22][CH2:21][C@H:20]([N:23]2[C:28](=[O:29])[C:27]([CH2:30][C:31]3[CH:36]=[CH:35][C:34]([C:37]4[C:38]([C:43]#[N:44])=[CH:39][CH:40]=[CH:41][CH:42]=4)=[CH:33][CH:32]=3)=[C:26]([CH2:45][CH2:46][CH3:47])[N:25]3[N:48]=[CH:49][CH:50]=[C:24]23)[CH2:19][CH2:18]1. The catalyst is C(OCC)(=O)C. The yield is 0.510. (6) The reactants are [C:1]([OH:5])([CH3:4])([CH3:3])[CH3:2].[CH3:6][C:7]([CH3:10])([O-:9])[CH3:8].[K+].[C:12]1([CH3:18])[CH:17]=[CH:16][CH:15]=[CH:14]C=1.[N-:19]=[C:20]=[O:21].CC([O:26]C)(C)C. The catalyst is O. The product is [C:1]([O:5][C:20]([NH:19][C:15]1([C:14]([O:9][C:7]([CH3:10])([CH3:8])[CH3:6])=[O:26])[CH2:16][CH:17]=[CH:12][CH2:18]1)=[O:21])([CH3:4])([CH3:3])[CH3:2]. The yield is 0.520. (7) The reactants are CCCCCC.C([Li])CCC.C([O:19][C:20]1[CH:25]=[CH:24][CH:23]=[CH:22][C:21]=1Br)C1C=CC=CC=1.[CH3:27][O:28][C:29]1[CH:30]=[C:31]([CH:34]=[CH:35][C:36]=1[O:37][CH3:38])[CH:32]=O.[Cl-].[NH4+].Cl. The catalyst is C1COCC1.CO.[OH-].[Pd+2].[OH-]. The product is [CH3:27][O:28][C:29]1[CH:30]=[C:31]([CH:34]=[CH:35][C:36]=1[O:37][CH3:38])[CH2:32][C:21]1[CH:22]=[CH:23][CH:24]=[CH:25][C:20]=1[OH:19]. The yield is 0.440.